The task is: Predict the reactants needed to synthesize the given product.. This data is from Full USPTO retrosynthesis dataset with 1.9M reactions from patents (1976-2016). (1) Given the product [CH3:10][O:9][C:6]1[CH:7]=[CH:8][C:3]([P:11](=[O:12])([C:3]2[CH:8]=[CH:7][C:6]([O:9][CH3:10])=[CH:5][CH:4]=2)[C:16]([CH3:19])([CH3:18])[CH3:17])=[CH:4][CH:5]=1, predict the reactants needed to synthesize it. The reactants are: [Mg].Br[C:3]1[CH:8]=[CH:7][C:6]([O:9][CH3:10])=[CH:5][CH:4]=1.[P:11](Cl)(Cl)(Cl)=[O:12].[C:16]([Mg]Cl)([CH3:19])([CH3:18])[CH3:17]. (2) Given the product [S:3]1[C:4]2[CH:9]([C:10]#[N:11])[CH2:8][CH2:7][C:5]=2[N:6]=[CH:2]1, predict the reactants needed to synthesize it. The reactants are: N[C:2]1[S:3][C:4]2[CH:9]([C:10]#[N:11])[CH2:8][CH2:7][C:5]=2[N:6]=1.N(OC(C)(C)C)=O. (3) Given the product [Cl:4][C:5]1[CH:18]=[CH:17][C:8]([O:9][CH2:10][CH2:11][CH2:12][CH2:13][CH2:14][CH:15]([NH2:16])[CH3:2])=[CH:7][CH:6]=1, predict the reactants needed to synthesize it. The reactants are: [Mg].[CH3:2]I.[Cl:4][C:5]1[CH:18]=[CH:17][C:8]([O:9][CH2:10][CH2:11][CH2:12][CH2:13][CH2:14][C:15]#[N:16])=[CH:7][CH:6]=1.[BH4-].[Na+].